From a dataset of Full USPTO retrosynthesis dataset with 1.9M reactions from patents (1976-2016). Predict the reactants needed to synthesize the given product. (1) Given the product [NH2:22][CH2:23][C:24]([OH:26])=[O:25].[ClH:1].[N+:2]([C:5]1[CH:6]=[CH:7][C:8]([CH2:9][NH-:10])=[CH:11][CH:12]=1)([O-:4])=[O:3], predict the reactants needed to synthesize it. The reactants are: [ClH:1].[N+:2]([C:5]1[CH:12]=[CH:11][C:8]([CH2:9][NH2:10])=[CH:7][CH:6]=1)([O-:4])=[O:3].C(N(C(C)C)CC)(C)C.[NH:22](C(OC(C)(C)C)=O)[CH2:23][C:24]([O:26]N1C(=O)CCC1=O)=[O:25]. (2) Given the product [N:34]1([C:32]([CH:22]2[NH:23][CH2:24][CH2:25][N:20]([CH:17]3[CH2:18][CH2:19][N:14]([C:12]([C:11]4[C:10]5[CH:40]=[CH:41][CH:42]=[CH:43][C:9]=5[S:8][C:7]=4[NH:6][C:4]([NH2:3])=[O:5])=[O:13])[CH2:15][CH2:16]3)[CH2:21]2)=[O:33])[CH2:39][CH2:38][O:37][CH2:36][CH2:35]1, predict the reactants needed to synthesize it. The reactants are: C([NH:3][C:4]([NH:6][C:7]1[S:8][C:9]2[CH:43]=[CH:42][CH:41]=[CH:40][C:10]=2[C:11]=1[C:12]([N:14]1[CH2:19][CH2:18][CH:17]([N:20]2[CH2:25][CH2:24][N:23](C(=O)C(F)(F)F)[CH:22]([C:32]([N:34]3[CH2:39][CH2:38][O:37][CH2:36][CH2:35]3)=[O:33])[CH2:21]2)[CH2:16][CH2:15]1)=[O:13])=[O:5])C.ClC(Cl)(Cl)C(N=C=O)=O.N.CO. (3) Given the product [Cl:1][C:2]1[CH:3]=[CH:4][C:5]([S:8]([C:11]2[C:19]3[C:14](=[CH:15][CH:16]=[C:17]([CH3:20])[CH:18]=3)[N:13]([CH2:28][C:27]([O:26][CH2:24][CH3:25])=[O:30])[C:12]=2[CH3:21])(=[O:10])=[O:9])=[CH:6][CH:7]=1, predict the reactants needed to synthesize it. The reactants are: [Cl:1][C:2]1[CH:7]=[CH:6][C:5]([S:8]([C:11]2[C:19]3[C:14](=[CH:15][CH:16]=[C:17]([CH3:20])[CH:18]=3)[NH:13][C:12]=2[CH3:21])(=[O:10])=[O:9])=[CH:4][CH:3]=1.[H-].[Na+].[CH2:24]([O:26][C:27](=[O:30])[CH2:28]Br)[CH3:25].C(O)C. (4) Given the product [C:45]([O:50][CH2:51][CH2:52][O:44][C:40]1[CH:41]=[CH:42][CH:43]=[C:38]([C:36]2[O:37][C:33]([C:16]3[CH:15]=[C:14]([N:12]4[C:11]5[CH:10]=[CH:9][CH:8]=[CH:7][C:6]=5[C:5]5[C:13]4=[CH:1][CH:2]=[CH:3][CH:4]=5)[CH:19]=[C:18]([N:20]4[C:32]5[CH:31]=[CH:30][CH:29]=[CH:28][C:27]=5[C:26]5[C:21]4=[CH:22][CH:23]=[CH:24][CH:25]=5)[CH:17]=3)=[N:34][N:35]=2)[CH:39]=1)(=[O:49])[C:46]([CH3:48])=[CH2:47], predict the reactants needed to synthesize it. The reactants are: [CH:1]1[C:13]2[N:12]([C:14]3[CH:15]=[C:16]([C:33]4[O:37][C:36]([C:38]5[CH:39]=[C:40]([OH:44])[CH:41]=[CH:42][CH:43]=5)=[N:35][N:34]=4)[CH:17]=[C:18]([N:20]4[C:32]5[CH:31]=[CH:30][CH:29]=[CH:28][C:27]=5[C:26]5[C:21]4=[CH:22][CH:23]=[CH:24][CH:25]=5)[CH:19]=3)[C:11]3[C:6](=[CH:7][CH:8]=[CH:9][CH:10]=3)[C:5]=2[CH:4]=[CH:3][CH:2]=1.[C:45]([O:50][CH2:51][CH2:52]Br)(=[O:49])[C:46]([CH3:48])=[CH2:47].C([O-])([O-])=O.[K+].[K+].O. (5) The reactants are: [CH:1]1[CH:6]=[C:5]2[CH:7]=[CH:8][CH:9]=[C:10]([CH:11]=[O:12])[C:4]2=[CH:3][CH:2]=1.C(O[CH2:17][CH:18]=[CH2:19])(=O)C.O.CCN(CC)CC.CC1C(C)=C(C)C(C)=C(C)C=1C. Given the product [C:10]1([CH:11]([OH:12])[CH2:19][CH:18]=[CH2:17])[C:4]2[C:5](=[CH:6][CH:1]=[CH:2][CH:3]=2)[CH:7]=[CH:8][CH:9]=1, predict the reactants needed to synthesize it.